This data is from Catalyst prediction with 721,799 reactions and 888 catalyst types from USPTO. The task is: Predict which catalyst facilitates the given reaction. (1) Reactant: [OH:1][C:2]1[CH:3]=[C:4]([NH:8][C:9](=[O:11])[CH3:10])[CH:5]=[CH:6][CH:7]=1.[C:12]([O:16][C:17]([N:19]1[CH2:24][CH2:23][CH:22]([N:25]2[C:29]3=[N:30][CH:31]=[N:32][C:33](Cl)=[C:28]3[CH:27]=[N:26]2)[CH2:21][CH2:20]1)=[O:18])([CH3:15])([CH3:14])[CH3:13].C(=O)([O-])[O-].[K+].[K+].C(=O)([O-])[O-].[Na+].[Na+]. Product: [C:12]([O:16][C:17]([N:19]1[CH2:20][CH2:21][CH:22]([N:25]2[C:29]3=[N:30][CH:31]=[N:32][C:33]([O:1][C:2]4[CH:7]=[CH:6][CH:5]=[C:4]([NH:8][C:9](=[O:11])[CH3:10])[CH:3]=4)=[C:28]3[CH:27]=[N:26]2)[CH2:23][CH2:24]1)=[O:18])([CH3:15])([CH3:13])[CH3:14]. The catalyst class is: 9. (2) Reactant: [F:1][C:2]1[CH:8]=[CH:7][C:5]([NH2:6])=[CH:4][CH:3]=1.[Cl:9][C:10]1[CH:11]=[C:12]([N:18]2[C:22]([CH3:23])=[C:21]([C:24](Cl)=[O:25])[C:20]([CH3:27])=[N:19]2)[CH:13]=[CH:14][C:15]=1[C:16]#[N:17].O. Product: [Cl:9][C:10]1[CH:11]=[C:12]([N:18]2[C:22]([CH3:23])=[C:21]([C:24]([NH:6][C:5]3[CH:7]=[CH:8][C:2]([F:1])=[CH:3][CH:4]=3)=[O:25])[C:20]([CH3:27])=[N:19]2)[CH:13]=[CH:14][C:15]=1[C:16]#[N:17]. The catalyst class is: 44.